Dataset: Catalyst prediction with 721,799 reactions and 888 catalyst types from USPTO. Task: Predict which catalyst facilitates the given reaction. Reactant: [CH2:1]([N:3]([CH2:36][CH3:37])[CH2:4][CH2:5][NH:6][C:7]([C:9]1[C:13]([CH3:14])=[C:12](/[CH:15]=[C:16]2\[C:17](=[O:34])[NH:18][C:19]3[C:24]\2=[CH:23][C:22](B2OC(C)(C)C(C)(C)O2)=[CH:21][CH:20]=3)[NH:11][C:10]=1[CH3:35])=[O:8])[CH3:2].Br[C:39]1[S:40][CH:41]=[C:42]([C:44]2[CH:49]=[CH:48][CH:47]=[CH:46][CH:45]=2)[N:43]=1.C(=O)([O-])[O-].[K+].[K+]. Product: [CH2:36]([N:3]([CH2:1][CH3:2])[CH2:4][CH2:5][NH:6][C:7]([C:9]1[C:13]([CH3:14])=[C:12](/[CH:15]=[C:16]2\[C:17](=[O:34])[NH:18][C:19]3[C:24]\2=[CH:23][C:22]([C:39]2[S:40][CH:41]=[C:42]([C:44]4[CH:49]=[CH:48][CH:47]=[CH:46][CH:45]=4)[N:43]=2)=[CH:21][CH:20]=3)[NH:11][C:10]=1[CH3:35])=[O:8])[CH3:37]. The catalyst class is: 339.